From a dataset of Reaction yield outcomes from USPTO patents with 853,638 reactions. Predict the reaction yield, written as a fraction of the theoretical maximum amount of product (1.0 means a 100% yield; for example, 0.34 means a 34% yield). (1) The reactants are [Br:1][C:2]1[CH:3]=[C:4]2[C:9](=[CH:10][CH:11]=1)[N:8]=[C:7]([O:12][CH3:13])[C:6]1[C:14](=[O:21])[C:15]3[C:20]([C:5]2=1)=[CH:19][CH:18]=[CH:17][CH:16]=3.[CH3:22][Mg]I. The catalyst is O1CCCC1. The product is [Br:1][C:2]1[CH:3]=[C:4]2[C:9](=[CH:10][CH:11]=1)[N:8]=[C:7]([O:12][CH3:13])[C:6]1[C:14]([CH3:22])([OH:21])[C:15]3[C:20]([C:5]2=1)=[CH:19][CH:18]=[CH:17][CH:16]=3. The yield is 0.765. (2) The reactants are [CH3:1][O:2][C:3]1[CH:8]=[CH:7][C:6]([CH2:9][CH2:10][CH2:11][CH:12](O)[C:13]#[CH:14])=[CH:5][CH:4]=1.C1C=CC(P(C2C=CC=CC=2)C2C=CC=CC=2)=CC=1.[C:35]1(=[O:45])[NH:39][C:38](=[O:40])[C:37]2=[CH:41][CH:42]=[CH:43][CH:44]=[C:36]12.CCOC(/N=N/C(OCC)=O)=O. The catalyst is C1COCC1. The product is [CH3:1][O:2][C:3]1[CH:8]=[CH:7][C:6]([CH2:9][CH2:10][CH2:11][CH:12]([N:39]2[C:35](=[O:45])[C:36]3[C:37](=[CH:41][CH:42]=[CH:43][CH:44]=3)[C:38]2=[O:40])[C:13]#[CH:14])=[CH:5][CH:4]=1. The yield is 0.630. (3) The reactants are Br[C:2]1[CH:3]=[C:4]([C:8]2([C:18]3[CH:19]=[N:20][C:21]([O:24][CH3:25])=[N:22][CH:23]=3)[C:16]3[C:11](=[CH:12][CH:13]=[CH:14][CH:15]=3)[C:10]([NH2:17])=[N:9]2)[CH:5]=[CH:6][CH:7]=1.[N:26]1[CH:31]=[C:30](B(O)O)[CH:29]=[N:28][CH:27]=1. No catalyst specified. The product is [CH3:25][O:24][C:21]1[N:22]=[CH:23][C:18]([C:8]2([C:4]3[CH:5]=[CH:6][CH:7]=[C:2]([C:30]4[CH:31]=[N:26][CH:27]=[N:28][CH:29]=4)[CH:3]=3)[C:16]3[C:11](=[CH:12][CH:13]=[CH:14][CH:15]=3)[C:10]([NH2:17])=[N:9]2)=[CH:19][N:20]=1. The yield is 0.540.